This data is from Forward reaction prediction with 1.9M reactions from USPTO patents (1976-2016). The task is: Predict the product of the given reaction. (1) Given the reactants [N+:1]([C:4]1[CH:5]=[C:6]([C:14]2[CH:19]=[CH:18][CH:17]=[CH:16][CH:15]=2)[CH:7]=[CH:8][C:9]=1[CH2:10][C:11](O)=[O:12])([O-])=O, predict the reaction product. The product is: [C:14]1([C:6]2[CH:5]=[C:4]3[C:9]([CH2:10][C:11](=[O:12])[NH:1]3)=[CH:8][CH:7]=2)[CH:19]=[CH:18][CH:17]=[CH:16][CH:15]=1. (2) Given the reactants [C:1]([C:4]1[CH:9]=[CH:8][C:7](B(O)O)=[CH:6][CH:5]=1)([OH:3])=[O:2].Br[C:14]1[CH:15]=[CH:16][C:17]([O:20][CH3:21])=[N:18][CH:19]=1.C(=O)([O-])[O-].[Na+].[Na+], predict the reaction product. The product is: [CH3:21][O:20][C:17]1[N:18]=[CH:19][C:14]([C:7]2[CH:8]=[CH:9][C:4]([C:1]([OH:3])=[O:2])=[CH:5][CH:6]=2)=[CH:15][CH:16]=1. (3) Given the reactants [NH2:1][C:2]1[CH:3]=[CH:4][C:5]2[CH2:11][N:10]([CH3:12])[CH2:9][C:8](=[O:13])[NH:7][C:6]=2[CH:14]=1.[CH3:15][NH:16][C:17]([C:19]1[S:20][CH:21]=[C:22]([CH3:33])[C:23]=1[NH:24][C:25]1[C:30]([Cl:31])=[CH:29][N:28]=[C:27](Cl)[N:26]=1)=[O:18].C12(CS(O)(=O)=O)C(C)(C)C(CC1)CC2=O, predict the reaction product. The product is: [CH3:15][NH:16][C:17]([C:19]1[S:20][CH:21]=[C:22]([CH3:33])[C:23]=1[NH:24][C:25]1[C:30]([Cl:31])=[CH:29][N:28]=[C:27]([NH:1][C:2]2[CH:3]=[CH:4][C:5]3[CH2:11][N:10]([CH3:12])[CH2:9][C:8](=[O:13])[NH:7][C:6]=3[CH:14]=2)[N:26]=1)=[O:18]. (4) Given the reactants [CH:1]([C:3]1[C:7]2[N:8]=[CH:9][N:10]=[C:11]([NH2:12])[C:6]=2[S:5][CH:4]=1)=[CH2:2].[Br:13][C:14]1[C:19]([O:20][CH3:21])=[CH:18][C:17](I)=[CH:16][C:15]=1[O:23][CH3:24].O1C=CC=C1P(C1OC=CC=1)C1OC=CC=1.C(NC(C)C)(C)C, predict the reaction product. The product is: [Br:13][C:14]1[C:19]([O:20][CH3:21])=[CH:18][C:17]([CH:2]=[CH:1][C:3]2[C:7]3[N:8]=[CH:9][N:10]=[C:11]([NH2:12])[C:6]=3[S:5][CH:4]=2)=[CH:16][C:15]=1[O:23][CH3:24]. (5) Given the reactants [CH:1]1([CH2:4][C:5]([OH:7])=O)[CH2:3][CH2:2]1.C(Cl)Cl.C(N1C=CN=C1)(N1C=CN=C1)=O.Cl.[CH3:24][NH:25][O:26][CH3:27], predict the reaction product. The product is: [CH:1]1([CH2:4][C:5]([N:25]([O:26][CH3:27])[CH3:24])=[O:7])[CH2:3][CH2:2]1. (6) Given the reactants [N:1]1[CH:6]=[CH:5][CH:4]=[CH:3][C:2]=1[C:7]([OH:9])=O.[CH2:10]([O:12][C:13]1[CH:19]=[CH:18][C:16]([NH2:17])=[C:15]([N+:20]([O-:22])=[O:21])[CH:14]=1)[CH3:11], predict the reaction product. The product is: [CH2:10]([O:12][C:13]1[CH:19]=[CH:18][C:16]([NH:17][C:7]([C:2]2[CH:3]=[CH:4][CH:5]=[CH:6][N:1]=2)=[O:9])=[C:15]([N+:20]([O-:22])=[O:21])[CH:14]=1)[CH3:11]. (7) Given the reactants [F:1][C:2]1[CH:3]=[C:4]([CH:21]=[CH:22][CH:23]=1)[CH2:5][O:6][CH2:7][C:8]1[N:13]=[C:12]([NH:14]C(=O)C(C)(C)C)[CH:11]=[CH:10][CH:9]=1.[OH-].[Na+], predict the reaction product. The product is: [F:1][C:2]1[CH:3]=[C:4]([CH:21]=[CH:22][CH:23]=1)[CH2:5][O:6][CH2:7][C:8]1[N:13]=[C:12]([NH2:14])[CH:11]=[CH:10][CH:9]=1.